From a dataset of Catalyst prediction with 721,799 reactions and 888 catalyst types from USPTO. Predict which catalyst facilitates the given reaction. Reactant: C(=O)([O-])[O-].[Ca+2].[NH2:6][C:7]1[CH:12]=[C:11]([C:13]([F:16])([F:15])[F:14])[C:10]([C:17]2[CH:22]=[CH:21][C:20]([C@H:23]([NH:25][S:26]([CH3:29])(=[O:28])=[O:27])[CH3:24])=[CH:19][CH:18]=2)=[C:9]([Cl:30])[CH:8]=1.[C:31](Cl)(Cl)=[S:32].Cl. Product: [Cl:30][C:9]1[CH:8]=[C:7]([N:6]=[C:31]=[S:32])[CH:12]=[C:11]([C:13]([F:16])([F:14])[F:15])[C:10]=1[C:17]1[CH:22]=[CH:21][C:20]([C@H:23]([NH:25][S:26]([CH3:29])(=[O:28])=[O:27])[CH3:24])=[CH:19][CH:18]=1. The catalyst class is: 46.